Dataset: Forward reaction prediction with 1.9M reactions from USPTO patents (1976-2016). Task: Predict the product of the given reaction. (1) The product is: [CH:1]1([NH:7][C:8](=[O:22])[CH2:9][CH2:10][CH2:11][CH2:12][C:13]2[CH:18]=[CH:17][C:16]3[O:19][CH2:20][O:21][C:15]=3[CH:14]=2)[CH2:6][CH2:5][CH2:4][CH2:3][CH2:2]1. Given the reactants [CH:1]1([NH:7][C:8](=[O:22])/[CH:9]=[CH:10]/[CH:11]=[CH:12]/[C:13]2[CH:18]=[CH:17][C:16]3[O:19][CH2:20][O:21][C:15]=3[CH:14]=2)[CH2:6][CH2:5][CH2:4][CH2:3][CH2:2]1, predict the reaction product. (2) Given the reactants Cl[C:2]1[S:6][C:5]([C:7](=[O:9])[CH3:8])=[CH:4][C:3]=1[N+:10]([O-:12])=[O:11].[CH3:13][N:14]1[CH:18]=[CH:17][N:16]=[C:15]1[SH:19], predict the reaction product. The product is: [CH3:13][N:14]1[CH:18]=[CH:17][N:16]=[C:15]1[S:19][C:2]1[S:6][C:5]([C:7](=[O:9])[CH3:8])=[CH:4][C:3]=1[N+:10]([O-:12])=[O:11]. (3) The product is: [NH3:2].[CH3:1][N:2]([CH3:17])[C@H:3]1[CH2:8][CH2:7][C@H:6]([NH2:9])[CH2:5][CH2:4]1. Given the reactants [CH3:1][N:2]([CH3:17])[C@H:3]1[CH2:8][CH2:7][C@H:6]([NH:9]C(=O)OC(C)(C)C)[CH2:5][CH2:4]1.C(O)(C(F)(F)F)=O, predict the reaction product. (4) Given the reactants [Cl:1][C:2]1[N:3]=[C:4]2[C:10](=[CH:11][N:12]=1)[N:9]([CH3:13])[C:8](=[O:14])[CH2:7][CH2:6][N:5]2[CH2:15][C:16]1C(C)=NOC=1C.Cl.ClCC[N:27]1[CH2:32][CH2:31][O:30][CH2:29][CH2:28]1.[H-].[Na+], predict the reaction product. The product is: [Cl:1][C:2]1[N:3]=[C:4]2[C:10]([N:9]([CH3:13])[C:8](=[O:14])[CH2:7][CH2:6][N:5]2[CH2:15][CH2:16][N:27]2[CH2:32][CH2:31][O:30][CH2:29][CH2:28]2)=[CH:11][N:12]=1. (5) Given the reactants [Br:1][C:2]1[CH:10]=[C:9]2[C:5]([CH2:6][C:7](=[N:12]O)[C:8]2=[O:11])=[CH:4][CH:3]=1.C1(C)C=CC(S(Cl)(=O)=[O:21])=CC=1, predict the reaction product. The product is: [Br:1][C:2]1[CH:3]=[CH:4][C:5]([CH2:6][C:7]#[N:12])=[C:9]([CH:10]=1)[C:8]([OH:11])=[O:21].